This data is from Tox21: 12 toxicity assays (nuclear receptors and stress response pathways). The task is: Binary classification across 12 toxicity assays. (1) The drug is C[C@]12CC[C@H]3C(=CCc4cc(O)ccc43)[C@@H]1CCC2=O. It tested positive (active) for: NR-AR (Androgen Receptor agonist activity), NR-ER (Estrogen Receptor agonist activity), NR-ER-LBD (Estrogen Receptor Ligand Binding Domain agonist), and SR-MMP (Mitochondrial Membrane Potential disruption). (2) The compound is c1ccc2[nH]ccc2c1. It tested positive (active) for: NR-AhR (Aryl hydrocarbon Receptor agonist activity).